This data is from Catalyst prediction with 721,799 reactions and 888 catalyst types from USPTO. The task is: Predict which catalyst facilitates the given reaction. (1) Reactant: Cl[C:2]1[C:7]([C:8]2[N:13]=[CH:12][N:11]=[C:10]([NH:14][CH3:15])[CH:9]=2)=[CH:6][CH:5]=[CH:4][N:3]=1.[OH:16][C:17]1[CH:18]=[C:19]([CH:33]=[CH:34][C:35]=1[CH3:36])[C:20]([NH:22][C:23]1[CH:28]=[CH:27][CH:26]=[C:25]([C:29]([F:32])([F:31])[F:30])[CH:24]=1)=[O:21].C([O-])([O-])=O.[Cs+].[Cs+].CS(C)=O. Product: [CH3:36][C:35]1[CH:34]=[CH:33][C:19]([C:20]([NH:22][C:23]2[CH:28]=[CH:27][CH:26]=[C:25]([C:29]([F:30])([F:31])[F:32])[CH:24]=2)=[O:21])=[CH:18][C:17]=1[O:16][C:2]1[C:7]([C:8]2[CH:9]=[C:10]([NH:14][CH3:15])[N:11]=[CH:12][N:13]=2)=[CH:6][CH:5]=[CH:4][N:3]=1. The catalyst class is: 6. (2) Reactant: [OH:1][CH2:2][CH:3]1[CH2:7][N:6]([C:8]2[C:12]([NH:13][C:14](=[O:20])[O:15][C:16]([CH3:19])([CH3:18])[CH3:17])=[CH:11][N:10]([CH3:21])[N:9]=2)[C:5](=[O:22])[C:4]1([CH3:24])[CH3:23].CC(OI1(OC(C)=O)(OC(C)=O)OC(=O)C2C=CC=CC1=2)=O. The catalyst class is: 115. Product: [CH:2]([CH:3]1[CH2:7][N:6]([C:8]2[C:12]([NH:13][C:14](=[O:20])[O:15][C:16]([CH3:18])([CH3:19])[CH3:17])=[CH:11][N:10]([CH3:21])[N:9]=2)[C:5](=[O:22])[C:4]1([CH3:24])[CH3:23])=[O:1].